From a dataset of Reaction yield outcomes from USPTO patents with 853,638 reactions. Predict the reaction yield, written as a fraction of the theoretical maximum amount of product (1.0 means a 100% yield; for example, 0.34 means a 34% yield). (1) The reactants are [Cl:1][C:2]1[CH:7]=[CH:6][C:5]([N:8]2[C:12]([C:13]3[N:18]=[C:17]([C:19]([O:21]C)=O)[C:16](=[O:23])[N:15]([C:24]4[CH:29]=[CH:28][CH:27]=[C:26]([C:30]([F:33])([F:32])[F:31])[CH:25]=4)[C:14]=3[CH3:34])=[CH:11][CH:10]=[N:9]2)=[CH:4][CH:3]=1.CO.[NH3:37]. No catalyst specified. The product is [Cl:1][C:2]1[CH:7]=[CH:6][C:5]([N:8]2[C:12]([C:13]3[N:18]=[C:17]([C:19]([NH2:37])=[O:21])[C:16](=[O:23])[N:15]([C:24]4[CH:29]=[CH:28][CH:27]=[C:26]([C:30]([F:32])([F:31])[F:33])[CH:25]=4)[C:14]=3[CH3:34])=[CH:11][CH:10]=[N:9]2)=[CH:4][CH:3]=1. The yield is 0.720. (2) The reactants are [NH2:1][C:2]1([C:8]([OH:10])=[O:9])[CH2:7][CH2:6][CH2:5][CH2:4][CH2:3]1.[OH-].[Na+].[O:13]1[CH:17]=[CH:16][CH:15]=[C:14]1[C:18](Cl)=[O:19]. The catalyst is C(OCC)(=O)C. The product is [O:13]1[CH:17]=[CH:16][CH:15]=[C:14]1[C:18]([NH:1][C:2]1([C:8]([OH:10])=[O:9])[CH2:7][CH2:6][CH2:5][CH2:4][CH2:3]1)=[O:19]. The yield is 0.950. (3) The reactants are [CH:1]1([C:7]2[CH:30]=[CH:29][CH:28]=[C:27]3[C:8]=2[CH:9]=[C:10]2[C:16]4[CH:17]=[C:18]([C:21]([OH:23])=O)[CH:19]=[CH:20][C:15]=4[N:14]4[CH2:24][CH:25]=[N:26][C:13]4=[CH:12][N:11]23)[CH2:6][CH2:5][CH2:4][CH2:3][CH2:2]1.[CH3:31][N:32]([CH3:37])[S:33]([NH2:36])(=[O:35])=[O:34].CCN=C=NCCCN(C)C.Cl. The catalyst is CN(C=O)C.CN(C1C=CN=CC=1)C.CS(C)=O.CO. The product is [CH:1]1([C:7]2[CH:30]=[CH:29][CH:28]=[C:27]3[C:8]=2[CH:9]=[C:10]2[C:16]4[CH:17]=[C:18]([C:21]([NH:36][S:33]([N:32]([CH3:37])[CH3:31])(=[O:35])=[O:34])=[O:23])[CH:19]=[CH:20][C:15]=4[N:14]4[CH2:24][CH:25]=[N:26][C:13]4=[CH:12][N:11]23)[CH2:6][CH2:5][CH2:4][CH2:3][CH2:2]1. The yield is 0.170. (4) The reactants are [CH3:1][C:2]1[CH:28]=[C:27]([CH3:29])[CH:26]=[CH:25][C:3]=1[C:4]([C@@H:6]1[CH2:10][CH2:9][C:8](=[O:11])[N:7]1[CH2:12][CH2:13][NH:14]C(=O)OCC1C=CC=CC=1)=O.Cl. The catalyst is CO.[Pd]. The product is [CH3:1][C:2]1[CH:28]=[C:27]([CH3:29])[CH:26]=[CH:25][C:3]=1[C@@H:4]1[NH:14][CH2:13][CH2:12][N:7]2[C:8](=[O:11])[CH2:9][CH2:10][C@@H:6]12. The yield is 0.530. (5) The reactants are [CH2:1]([N:4]1[C:8]2[C:9]([CH:13]([CH2:16][CH3:17])[CH2:14][CH3:15])=[CH:10][CH:11]=[CH:12][C:7]=2[NH:6][C:5]1=[O:18])[CH:2]=[CH2:3].[Cl:19]N1C(=O)CCC1=O. The catalyst is C1(C)C=CC=CC=1.[Cl-].[Zr+4].[Cl-].[Cl-].[Cl-]. The product is [CH2:1]([N:4]1[C:8]2[C:9]([CH:13]([CH2:16][CH3:17])[CH2:14][CH3:15])=[CH:10][CH:11]=[C:12]([Cl:19])[C:7]=2[NH:6][C:5]1=[O:18])[CH:2]=[CH2:3]. The yield is 0.380. (6) The reactants are [N+:1]([CH2:3][C:4]([O:6][CH2:7][CH3:8])=[O:5])#[C-].N12[CH2:19][CH2:18][CH2:17]N=C1CCCCC2.[CH:20](=[O:24])[CH:21]([CH3:23])[CH3:22].[O:25]1CC[CH2:27][CH2:26]1. No catalyst specified. The product is [CH2:7]([O:6][C:4]([C:3]1[NH:1][CH:22]=[C:21]([C:20]([O:25][CH2:26][CH3:27])=[O:24])[C:23]=1[CH:18]([CH3:17])[CH3:19])=[O:5])[CH3:8]. The yield is 0.600. (7) The reactants are Br[CH2:2][C:3]([C:5]1[CH:13]=[CH:12][CH:11]=[C:10]2[C:6]=1[C:7]1([C:27]3[C:18](=[CH:19][C:20]4[O:25][CH2:24][CH2:23][O:22][C:21]=4[CH:26]=3)[O:17][CH2:16]1)[C:8](=[O:15])[N:9]2[CH3:14])=O.[OH2:28].[NH2:29][NH2:30].[C:31](O)(=O)C. No catalyst specified. The product is [OH:28][C:31]1[NH:30][N:29]=[C:3]([C:5]2[CH:13]=[CH:12][CH:11]=[C:10]3[C:6]=2[C:7]2([C:27]4[C:18](=[CH:19][C:20]5[O:25][CH2:24][CH2:23][O:22][C:21]=5[CH:26]=4)[O:17][CH2:16]2)[C:8](=[O:15])[N:9]3[CH3:14])[CH:2]=1. The yield is 0.140. (8) The reactants are [C:1]([O:5][C:6]([N:8]1[CH2:13][CH2:12][N:11]([C:14]2[CH:19]=[CH:18][C:17]([N+:20]([O-])=O)=[CH:16][N:15]=2)[CH2:10][CH2:9]1)=[O:7])([CH3:4])([CH3:3])[CH3:2]. The catalyst is C1COCC1.[Ni]. The product is [C:1]([O:5][C:6]([N:8]1[CH2:13][CH2:12][N:11]([C:14]2[CH:19]=[CH:18][C:17]([NH2:20])=[CH:16][N:15]=2)[CH2:10][CH2:9]1)=[O:7])([CH3:4])([CH3:2])[CH3:3]. The yield is 1.00.